This data is from Catalyst prediction with 721,799 reactions and 888 catalyst types from USPTO. The task is: Predict which catalyst facilitates the given reaction. Reactant: C([O:8][C:9]1[CH:14]=[CH:13][CH:12]=[CH:11][C:10]=1[N:15]1[C:19]2[CH:20]=[CH:21][CH:22]=[CH:23][C:18]=2[C:17](=[N:24][C:25]2[CH:30]=[CH:29][CH:28]=[C:27]([C:31]([F:34])([F:33])[F:32])[CH:26]=2)[C:16]1=[O:35])C1C=CC=CC=1.C([O-])=O.[NH4+]. Product: [OH:8][C:9]1[CH:14]=[CH:13][CH:12]=[CH:11][C:10]=1[N:15]1[C:19]2[CH:20]=[CH:21][CH:22]=[CH:23][C:18]=2[C:17](=[N:24][C:25]2[CH:30]=[CH:29][CH:28]=[C:27]([C:31]([F:34])([F:32])[F:33])[CH:26]=2)[C:16]1=[O:35]. The catalyst class is: 19.